Dataset: Reaction yield outcomes from USPTO patents with 853,638 reactions. Task: Predict the reaction yield, written as a fraction of the theoretical maximum amount of product (1.0 means a 100% yield; for example, 0.34 means a 34% yield). (1) The reactants are [C:1]([O:5][C:6]([N:8]1[C:16]2[C:11](=[CH:12][CH:13]=[CH:14][N:15]=2)[C:10]([CH:17]=[O:18])=[CH:9]1)=[O:7])([CH3:4])([CH3:3])[CH3:2].[BH4-].[Na+]. The catalyst is CCO. The product is [OH:18][CH2:17][C:10]1[C:11]2[C:16](=[N:15][CH:14]=[CH:13][CH:12]=2)[N:8]([C:6]([O:5][C:1]([CH3:4])([CH3:3])[CH3:2])=[O:7])[CH:9]=1. The yield is 0.440. (2) The reactants are [CH3:1][O:2][C:3]1[CH:8]=[CH:7][CH:6]=[CH:5][C:4]=1[C:9]1[C:17]2[C:12](=[N:13][CH:14]=[C:15]([C:18]3[N:23]=[CH:22][N:21]=[C:20]([C:24](=[O:30])[C:25]([N:27]([CH3:29])[CH3:28])=[O:26])[CH:19]=3)[CH:16]=2)[N:11](S(C2C=CC(C)=CC=2)(=O)=O)[CH:10]=1.[OH-].[K+]. The catalyst is CO. The product is [CH3:1][O:2][C:3]1[CH:8]=[CH:7][CH:6]=[CH:5][C:4]=1[C:9]1[C:17]2[C:12](=[N:13][CH:14]=[C:15]([C:18]3[N:23]=[CH:22][N:21]=[C:20]([C:24](=[O:30])[C:25]([N:27]([CH3:29])[CH3:28])=[O:26])[CH:19]=3)[CH:16]=2)[NH:11][CH:10]=1. The yield is 0.720. (3) The reactants are [NH2:1][C:2]1[CH:7]=[C:6]([O:8][C:9]2[CH:10]=[CH:11][C:12]([NH:15][C:16]([C:18]3[C:19](=[O:31])[N:20]([C:25]4[CH:30]=[CH:29][CH:28]=[CH:27][CH:26]=4)[N:21]([CH3:24])[C:22]=3[CH3:23])=[O:17])=[N:13][CH:14]=2)[CH:5]=[CH:4][N:3]=1.CCN(CC)CC.[C:39](Cl)(=O)[O:40]C1C=CC=CC=1.[NH:49]1[CH2:54][CH2:53][O:52][CH2:51][CH2:50]1. The catalyst is C1COCC1. The product is [CH3:24][N:21]1[C:22]([CH3:23])=[C:18]([C:16]([NH:15][C:12]2[N:13]=[CH:14][C:9]([O:8][C:6]3[CH:5]=[CH:4][N:3]=[C:2]([NH:1][C:39]([N:49]4[CH2:54][CH2:53][O:52][CH2:51][CH2:50]4)=[O:40])[CH:7]=3)=[CH:10][CH:11]=2)=[O:17])[C:19](=[O:31])[N:20]1[C:25]1[CH:26]=[CH:27][CH:28]=[CH:29][CH:30]=1. The yield is 0.180. (4) The reactants are [C:1]([O:5][C:6]([N:8]1[CH2:13][CH2:12][CH:11]([N:14]2[CH2:20][CH2:19][CH2:18][CH2:17][C:16]3[CH:21]=[C:22]([NH2:25])[CH:23]=[CH:24][C:15]2=3)[CH2:10][CH2:9]1)=[O:7])([CH3:4])([CH3:3])[CH3:2].I.[S:27]1[CH:31]=[CH:30][CH:29]=[C:28]1[C:32](SC)=[NH:33]. The yield is 0.480. The product is [S:27]1[CH:31]=[CH:30][CH:29]=[C:28]1[C:32](=[NH:33])[NH:25][C:22]1[CH:23]=[CH:24][C:15]2[N:14]([CH:11]3[CH2:10][CH2:9][N:8]([C:6]([O:5][C:1]([CH3:4])([CH3:2])[CH3:3])=[O:7])[CH2:13][CH2:12]3)[CH2:20][CH2:19][CH2:18][CH2:17][C:16]=2[CH:21]=1. The catalyst is C(O)C.C(=O)(O)[O-].[Na+].